This data is from Peptide-MHC class II binding affinity with 134,281 pairs from IEDB. The task is: Regression. Given a peptide amino acid sequence and an MHC pseudo amino acid sequence, predict their binding affinity value. This is MHC class II binding data. (1) The peptide sequence is QEALNIALVAVSLIA. The MHC is DRB5_0101 with pseudo-sequence DRB5_0101. The binding affinity (normalized) is 0.413. (2) The peptide sequence is PGDSLAEVELRQHGS. The MHC is DRB1_0301 with pseudo-sequence DRB1_0301. The binding affinity (normalized) is 0.290. (3) The peptide sequence is SLDISLETVAIDRPA. The MHC is DRB4_0103 with pseudo-sequence DRB4_0103. The binding affinity (normalized) is 0.346.